Dataset: Full USPTO retrosynthesis dataset with 1.9M reactions from patents (1976-2016). Task: Predict the reactants needed to synthesize the given product. (1) Given the product [I:1][C:2]1[CH:3]=[C:4]([CH:8]=[CH:9][C:10]=1[CH3:11])[C:5]([O:7][CH2:17][CH3:18])=[O:6], predict the reactants needed to synthesize it. The reactants are: [I:1][C:2]1[CH:3]=[C:4]([CH:8]=[CH:9][C:10]=1[CH3:11])[C:5]([OH:7])=[O:6].S(=O)(=O)(O)O.[CH2:17](O)[CH3:18]. (2) Given the product [Br:1][C:2]1[CH:3]=[CH:4][C:5]([OH:11])=[C:6]([CH:10]=1)[C:7]([NH:15][C:14]1[CH:16]=[CH:17][C:18]([C:20]([F:21])([F:22])[F:23])=[CH:19][C:13]=1[Cl:12])=[O:9], predict the reactants needed to synthesize it. The reactants are: [Br:1][C:2]1[CH:10]=[C:6]([C:7]([OH:9])=O)[C:5]([OH:11])=[CH:4][CH:3]=1.[Cl:12][C:13]1[CH:19]=[C:18]([C:20]([F:23])([F:22])[F:21])[CH:17]=[CH:16][C:14]=1[NH2:15]. (3) Given the product [C:10]1([C:16](=[N:23][CH2:24][C:25]2([C:31]([NH:33][CH2:34][C:35]3[CH:36]=[N:37][C:38]([C:41]([F:43])([F:44])[F:42])=[CH:39][CH:40]=3)=[O:32])[CH2:26][CH2:27][N:28]([C:46]3[C:47]4[CH:54]=[CH:53][NH:52][C:48]=4[N:49]=[CH:50][N:51]=3)[CH2:29][CH2:30]2)[C:17]2[CH:18]=[CH:19][CH:20]=[CH:21][CH:22]=2)[CH:15]=[CH:14][CH:13]=[CH:12][CH:11]=1, predict the reactants needed to synthesize it. The reactants are: C(N(C(C)C)C(C)C)C.[C:10]1([C:16](=[N:23][CH2:24][C:25]2([C:31]([NH:33][CH2:34][C:35]3[CH:36]=[N:37][C:38]([C:41]([F:44])([F:43])[F:42])=[CH:39][CH:40]=3)=[O:32])[CH2:30][CH2:29][NH:28][CH2:27][CH2:26]2)[C:17]2[CH:22]=[CH:21][CH:20]=[CH:19][CH:18]=2)[CH:15]=[CH:14][CH:13]=[CH:12][CH:11]=1.Cl[C:46]1[C:47]2[CH:54]=[CH:53][NH:52][C:48]=2[N:49]=[CH:50][N:51]=1. (4) Given the product [O:4]1[C:12]2[CH:11]=[CH:10][N:9]=[C:8]([N:13]3[CH2:18][CH2:17][N:16]([CH2:19][CH2:20][C@H:21]4[CH2:26][CH2:25][C@H:24]([NH:27][C:33](=[O:34])[CH2:32][CH:30]5[CH2:31][O:28][CH2:29]5)[CH2:23][CH2:22]4)[CH2:15][CH2:14]3)[C:7]=2[CH2:6][CH2:5]1, predict the reactants needed to synthesize it. The reactants are: Cl.Cl.Cl.[O:4]1[C:12]2[CH:11]=[CH:10][N:9]=[C:8]([N:13]3[CH2:18][CH2:17][N:16]([CH2:19][CH2:20][C@H:21]4[CH2:26][CH2:25][C@H:24]([NH2:27])[CH2:23][CH2:22]4)[CH2:15][CH2:14]3)[C:7]=2[CH2:6][CH2:5]1.[O:28]1[CH2:31][CH:30]([CH2:32][C:33](OC)=[O:34])[CH2:29]1. (5) Given the product [F:1][C:2]1[CH:7]=[CH:6][C:5]([O:8][C:9](=[O:25])[N:10]([C@@H:12]2[C@@H:16]([C:17]3[CH:22]=[CH:21][C:20]([Cl:23])=[C:19]([Cl:24])[CH:18]=3)[CH2:15][N:14]([C:26](=[O:32])[CH2:27][CH2:28][C:29](=[O:30])[NH2:31])[CH2:13]2)[CH3:11])=[CH:4][CH:3]=1, predict the reactants needed to synthesize it. The reactants are: [F:1][C:2]1[CH:7]=[CH:6][C:5]([O:8][C:9](=[O:25])[N:10]([C@@H:12]2[C@@H:16]([C:17]3[CH:22]=[CH:21][C:20]([Cl:23])=[C:19]([Cl:24])[CH:18]=3)[CH2:15][NH:14][CH2:13]2)[CH3:11])=[CH:4][CH:3]=1.[C:26](O)(=[O:32])[CH2:27][CH2:28][C:29]([NH2:31])=[O:30]. (6) Given the product [ClH:1].[ClH:1].[CH2:24]([N:23]([CH2:26][CH3:27])[C:20]1[CH:19]=[CH:18][C:17]([NH:16][C:14]([C:13]2[C:12]3[CH2:28][CH2:29][CH2:30][CH2:31][C:11]=3[S:10][C:9]=2[NH:8][C:6](=[O:7])[C:5]2[CH:32]=[CH:33][CH:34]=[C:3]([CH2:2][N:35]3[CH2:40][CH2:39][O:38][CH2:37][CH2:36]3)[CH:4]=2)=[O:15])=[CH:22][CH:21]=1)[CH3:25], predict the reactants needed to synthesize it. The reactants are: [Cl:1][CH2:2][C:3]1[CH:4]=[C:5]([CH:32]=[CH:33][CH:34]=1)[C:6]([NH:8][C:9]1[S:10][C:11]2[CH2:31][CH2:30][CH2:29][CH2:28][C:12]=2[C:13]=1[C:14]([NH:16][C:17]1[CH:22]=[CH:21][C:20]([N:23]([CH2:26][CH3:27])[CH2:24][CH3:25])=[CH:19][CH:18]=1)=[O:15])=[O:7].[NH:35]1[CH2:40][CH2:39][O:38][CH2:37][CH2:36]1. (7) Given the product [F:20][C:17]1[N:16]=[C:15]([C:21]#[N:22])[C:14](=[O:13])[NH:19][CH:18]=1, predict the reactants needed to synthesize it. The reactants are: C(OC1C=CC([O:13][C:14]2[C:15]([C:21]#[N:22])=[N:16][C:17]([F:20])=[CH:18][N:19]=2)=CC=1)C1C=CC=CC=1.[N+]([O-])([O-])=O.[Ce+3].[NH4+].[NH4+].[N+]([O-])([O-])=O.[N+]([O-])([O-])=O.[N+]([O-])([O-])=O.[N+]([O-])([O-])=O.C(OCC)(=O)C.S([O-])([O-])(=O)=S.[Na+].[Na+]. (8) Given the product [CH3:36][C:22]1[N:21]=[C:20]([C:18]2[CH:17]=[CH:16][CH:15]=[C:14]([C:11]3[S:10][C:9]([S:6]([NH2:5])(=[O:8])=[O:7])=[CH:13][CH:12]=3)[N:19]=2)[CH:25]=[C:24]([C:26]2[CH:31]=[CH:30][C:29]([C:32]([F:34])([F:33])[F:35])=[CH:28][CH:27]=2)[CH:23]=1, predict the reactants needed to synthesize it. The reactants are: C([NH:5][S:6]([C:9]1[S:10][C:11]([C:14]2[N:19]=[C:18]([C:20]3[CH:25]=[C:24]([C:26]4[CH:31]=[CH:30][C:29]([C:32]([F:35])([F:34])[F:33])=[CH:28][CH:27]=4)[CH:23]=[C:22]([CH3:36])[N:21]=3)[CH:17]=[CH:16][CH:15]=2)=[CH:12][CH:13]=1)(=[O:8])=[O:7])(C)(C)C.C(O)(C(F)(F)F)=O. (9) The reactants are: [Cl:1][C:2]1[CH:3]=[C:4]([C:8]2[N:9]=[C:10]([C:13]([F:16])([F:15])[F:14])[NH:11][CH:12]=2)[CH:5]=[CH:6][CH:7]=1.[Br:17]N1C(=O)CCC1=O. Given the product [Br:17][C:12]1[NH:11][C:10]([C:13]([F:14])([F:15])[F:16])=[N:9][C:8]=1[C:4]1[CH:5]=[CH:6][CH:7]=[C:2]([Cl:1])[CH:3]=1, predict the reactants needed to synthesize it.